From a dataset of Catalyst prediction with 721,799 reactions and 888 catalyst types from USPTO. Predict which catalyst facilitates the given reaction. (1) Reactant: Cl[C:2]1[N:3]=[CH:4][C:5](/[CH:8]=[CH:9]/[C:10]([O:12][CH2:13][CH3:14])=[O:11])=[N:6][CH:7]=1.[Cl:15][C:16]1[CH:28]=[CH:27][C:19]([CH2:20][N:21]2[CH2:25][CH2:24][C@@H:23]([NH2:26])[CH2:22]2)=[CH:18][CH:17]=1.C([O-])([O-])=O.[K+].[K+]. Product: [Cl:15][C:16]1[CH:17]=[CH:18][C:19]([CH2:20][N:21]2[CH2:25][CH2:24][C@@H:23]([NH:26][C:2]3[N:3]=[CH:4][C:5](/[CH:8]=[CH:9]/[C:10]([O:12][CH2:13][CH3:14])=[O:11])=[N:6][CH:7]=3)[CH2:22]2)=[CH:27][CH:28]=1. The catalyst class is: 3. (2) Reactant: [CH2:1]([O:8][N:9]([CH2:12][C@@H:13]([O:44][CH2:45][C:46]1[CH:51]=[CH:50][CH:49]=[CH:48][CH:47]=1)[C@@H:14]([O:36][CH2:37][C:38]1[CH:43]=[CH:42][CH:41]=[CH:40][CH:39]=1)[C@H:15]([O:28][CH2:29][C:30]1[CH:35]=[CH:34][CH:33]=[CH:32][CH:31]=1)[CH2:16][O:17][Si](C(C)C)(C(C)C)C(C)C)[CH:10]=[O:11])[C:2]1[CH:7]=[CH:6][CH:5]=[CH:4][CH:3]=1.CCCC[N+](CCCC)(CCCC)CCCC.[F-]. Product: [CH2:1]([O:8][N:9]([CH2:12][C@@H:13]([O:44][CH2:45][C:46]1[CH:47]=[CH:48][CH:49]=[CH:50][CH:51]=1)[C@@H:14]([O:36][CH2:37][C:38]1[CH:43]=[CH:42][CH:41]=[CH:40][CH:39]=1)[C@H:15]([O:28][CH2:29][C:30]1[CH:31]=[CH:32][CH:33]=[CH:34][CH:35]=1)[CH2:16][OH:17])[CH:10]=[O:11])[C:2]1[CH:7]=[CH:6][CH:5]=[CH:4][CH:3]=1. The catalyst class is: 20. (3) Reactant: C(OC(C(F)(F)F)=O)(C(F)(F)F)=O.[NH2:14][C:15](=O)[CH2:16][C@H:17]([C:47](=[O:65])[NH:48][C@H:49]1[CH2:55][CH2:54][S:53][C@H:52]2[CH2:56][CH2:57][CH2:58][C@@H:59]([C:60]([O:62][CH3:63])=[O:61])[N:51]2[C:50]1=[O:64])[CH2:18][CH2:19][C@H:20]([CH2:40][C:41]1[CH:46]=[CH:45][CH:44]=[CH:43][CH:42]=1)[C:21]([NH:23][C@H:24]1[CH2:30][CH2:29][S:28][C@H:27]2[CH2:31][CH2:32][CH2:33][C@@H:34]([C:35]([O:37][CH3:38])=[O:36])[N:26]2[C:25]1=[O:39])=[O:22]. Product: [CH2:40]([C@@H:20]([CH2:19][CH2:18][C@H:17]([CH2:16][C:15]#[N:14])[C:47]([NH:48][C@H:49]1[CH2:55][CH2:54][S:53][C@H:52]2[CH2:56][CH2:57][CH2:58][C@@H:59]([C:60]([O:62][CH3:63])=[O:61])[N:51]2[C:50]1=[O:64])=[O:65])[C:21]([NH:23][C@H:24]1[CH2:30][CH2:29][S:28][C@H:27]2[CH2:31][CH2:32][CH2:33][C@@H:34]([C:35]([O:37][CH3:38])=[O:36])[N:26]2[C:25]1=[O:39])=[O:22])[C:41]1[CH:42]=[CH:43][CH:44]=[CH:45][CH:46]=1. The catalyst class is: 2. (4) Reactant: C[CH:2]([CH2:6][C:7]1[CH:12]=[CH:11][C:10]([C:13]2[CH:18]=[CH:17][CH:16]=[C:15]([CH2:19][N:20]([CH3:29])[C:21]([C:23]3[CH:28]=[CH:27][CH:26]=[CH:25][CH:24]=3)=[O:22])[CH:14]=2)=[CH:9][CH:8]=1)[C:3](O)=[O:4].C(Cl)(=O)C([Cl:33])=O. Product: [CH3:29][N:20]([CH2:19][C:15]1[CH:14]=[C:13]([C:10]2[CH:11]=[CH:12][C:7]([CH2:6][CH2:2][C:3]([Cl:33])=[O:4])=[CH:8][CH:9]=2)[CH:18]=[CH:17][CH:16]=1)[C:21]([C:23]1[CH:28]=[CH:27][CH:26]=[CH:25][CH:24]=1)=[O:22]. The catalyst class is: 4. (5) Reactant: C([O:4][CH2:5][C:6]1[C:11]([CH3:12])=[C:10]([O:13][CH2:14][CH3:15])[CH:9]=[CH:8][N:7]=1)(=O)C.[OH-].[Na+]. Product: [OH:4][CH2:5][C:6]1[C:11]([CH3:12])=[C:10]([O:13][CH2:14][CH3:15])[CH:9]=[CH:8][N:7]=1. The catalyst class is: 11. (6) Reactant: N(C(OCC)=O)=NC(OCC)=O.OC1C=C([O:20][S:21]([C:24]2[CH:29]=[CH:28][CH:27]=[CH:26][C:25]=2[Cl:30])(=[O:23])=[O:22])C=CC=1.C(C1C=C(C=CC=1)CO)#N.C1(P(C2C=CC=CC=2)C2C=CC=CC=2)C=CC=CC=1. Product: [Cl:30][C:25]1[CH:26]=[CH:27][CH:28]=[CH:29][C:24]=1[S:21]([OH:23])(=[O:22])=[O:20]. The catalyst class is: 7.